This data is from Catalyst prediction with 721,799 reactions and 888 catalyst types from USPTO. The task is: Predict which catalyst facilitates the given reaction. Reactant: [Ca:1].[NH2:2][C@H:3]([C:9]([OH:11])=[O:10])[CH2:4][CH2:5][C:6]([OH:8])=[O:7]. Product: [Ca:1].[NH2:2][C@H:3]([C:9]([OH:11])=[O:10])[CH2:4][CH2:5][C:6]([OH:8])=[O:7].[Ca:1]. The catalyst class is: 6.